Dataset: NCI-60 drug combinations with 297,098 pairs across 59 cell lines. Task: Regression. Given two drug SMILES strings and cell line genomic features, predict the synergy score measuring deviation from expected non-interaction effect. (1) Cell line: MALME-3M. Drug 1: CC1=C2C(C(=O)C3(C(CC4C(C3C(C(C2(C)C)(CC1OC(=O)C(C(C5=CC=CC=C5)NC(=O)OC(C)(C)C)O)O)OC(=O)C6=CC=CC=C6)(CO4)OC(=O)C)OC)C)OC. Drug 2: CC1C(C(CC(O1)OC2CC(CC3=C2C(=C4C(=C3O)C(=O)C5=C(C4=O)C(=CC=C5)OC)O)(C(=O)C)O)N)O.Cl. Synergy scores: CSS=29.8, Synergy_ZIP=-5.89, Synergy_Bliss=-5.22, Synergy_Loewe=-3.41, Synergy_HSA=-2.53. (2) Drug 1: C1=CC(=CC=C1C#N)C(C2=CC=C(C=C2)C#N)N3C=NC=N3. Drug 2: CCN(CC)CCCC(C)NC1=C2C=C(C=CC2=NC3=C1C=CC(=C3)Cl)OC. Cell line: A498. Synergy scores: CSS=24.3, Synergy_ZIP=-1.28, Synergy_Bliss=1.03, Synergy_Loewe=2.99, Synergy_HSA=2.36.